This data is from Full USPTO retrosynthesis dataset with 1.9M reactions from patents (1976-2016). The task is: Predict the reactants needed to synthesize the given product. Given the product [C:21]([O:20][C:18]([C:17]1[NH:12][C:10]([CH2:9][C:4]2[CH:5]=[CH:6][CH:7]=[CH:8][C:3]=2[Br:2])=[N:11][C:15](=[O:14])[C:16]=1[O:26][CH2:27][C:28]1[CH:33]=[CH:32][CH:31]=[CH:30][CH:29]=1)=[O:19])([CH3:24])([CH3:22])[CH3:23], predict the reactants needed to synthesize it. The reactants are: Cl.[Br:2][C:3]1[CH:8]=[CH:7][CH:6]=[CH:5][C:4]=1[CH2:9][C:10](=[NH:12])[NH2:11].C[O:14][C:15](=O)/[C:16](/[O:26][CH2:27][C:28]1[CH:33]=[CH:32][CH:31]=[CH:30][CH:29]=1)=[C:17](\O)/[C:18]([O:20][C:21]([CH3:24])([CH3:23])[CH3:22])=[O:19].C[O-].[Na+].Cl.